This data is from Reaction yield outcomes from USPTO patents with 853,638 reactions. The task is: Predict the reaction yield, written as a fraction of the theoretical maximum amount of product (1.0 means a 100% yield; for example, 0.34 means a 34% yield). (1) The yield is 0.950. The product is [NH2:1][C:2]1[C:3]2[C:11](=[O:12])[C:10]([I:13])=[CH:9][NH:8][C:4]=2[N:5]=[CH:6][N:7]=1. The reactants are [NH2:1][C:2]1[C:3]2[C:11](=[O:12])[CH:10]=[CH:9][NH:8][C:4]=2[N:5]=[CH:6][N:7]=1.[I:13]N1C(=O)CCC1=O. The catalyst is CN(C=O)C. (2) The reactants are CC[O:3][C:4]1[CH:9]=[CH:8][C:7]2[NH:10][C:11]([CH3:16])(C)[CH:12]=[C:13]([CH3:14])[C:6]=2[CH:5]=1.[C:17](O[C:17]([O:19][C:20]([CH3:23])([CH3:22])[CH3:21])=[O:18])([O:19][C:20]([CH3:23])([CH3:22])[CH3:21])=[O:18].[C:32](=O)([O-])O.[Na+].N1[CH:41]=[CH:40]N=C1. The catalyst is ClCCl.O.CO.O1CCCC1. The product is [OH:3][C:4]1[CH:9]=[CH:8][C:7]2[CH2:16][C@@H:11]3[C@H:12]([CH3:32])[C@:13]([CH3:14])([C:6]=2[CH:5]=1)[CH2:41][CH2:40][N:10]3[C:17]([O:19][C:20]([CH3:23])([CH3:22])[CH3:21])=[O:18]. The yield is 0.530. (3) The reactants are Br.C(O)(=O)C.O.[Cl:7][C:8]1[CH:13]=[CH:12][C:11]([S:14][C:15]2[CH:23]=[CH:22][C:18]([C:19]([OH:21])=[O:20])=[CH:17][CH:16]=2)=[CH:10][C:9]=1[O:24]C. The catalyst is CO. The product is [Cl:7][C:8]1[CH:13]=[CH:12][C:11]([S:14][C:15]2[CH:23]=[CH:22][C:18]([C:19]([OH:21])=[O:20])=[CH:17][CH:16]=2)=[CH:10][C:9]=1[OH:24]. The yield is 0.940. (4) The reactants are C([O:3][C:4](=[O:21])[CH:5]=[CH:6][CH:7]=[CH:8][CH2:9][CH:10]([O:19][CH3:20])[C:11]1[CH:16]=[CH:15][C:14]([O:17][CH3:18])=[CH:13][CH:12]=1)C.[Li+].[OH-]. The catalyst is CO. The product is [CH3:20][O:19][CH:10]([C:11]1[CH:16]=[CH:15][C:14]([O:17][CH3:18])=[CH:13][CH:12]=1)[CH2:9][CH:8]=[CH:7][CH:6]=[CH:5][C:4]([OH:21])=[O:3]. The yield is 0.920. (5) The reactants are C(=O)([O-])[O-].[Cs+].[Cs+].FC(F)(F)S(O[C:13]1[C:14]([N+:33]([O-:35])=[O:34])=[CH:15][C:16]2[O:20][C:19]([C:21]3[CH:26]=[CH:25][C:24]([F:27])=[CH:23][CH:22]=3)=[C:18]([C:28](=[O:31])[NH:29][CH3:30])[C:17]=2[CH:32]=1)(=O)=O.[CH2:38]([O:40][C:41]([C:43]1[CH:44]=[C:45](B(O)O)[CH:46]=[CH:47][CH:48]=1)=[O:42])[CH3:39].O1CCOCC1. The catalyst is C1C=CC([P]([Pd]([P](C2C=CC=CC=2)(C2C=CC=CC=2)C2C=CC=CC=2)([P](C2C=CC=CC=2)(C2C=CC=CC=2)C2C=CC=CC=2)[P](C2C=CC=CC=2)(C2C=CC=CC=2)C2C=CC=CC=2)(C2C=CC=CC=2)C2C=CC=CC=2)=CC=1.O. The product is [F:27][C:24]1[CH:23]=[CH:22][C:21]([C:19]2[O:20][C:16]3[CH:15]=[C:14]([N+:33]([O-:35])=[O:34])[C:13]([C:47]4[CH:48]=[C:43]([CH:44]=[CH:45][CH:46]=4)[C:41]([O:40][CH2:38][CH3:39])=[O:42])=[CH:32][C:17]=3[C:18]=2[C:28](=[O:31])[NH:29][CH3:30])=[CH:26][CH:25]=1. The yield is 0.850. (6) The product is [Br:31][C:14]1[C:13]2[CH:12]=[CH:11][C:10]3[CH:9]=[CH:8][CH:7]=[CH:6][C:23]=3[C:22]=2[CH:21]=[C:20]2[C:15]=1[CH:16]=[CH:17][CH:18]=[CH:19]2. The reactants are CN(C=O)C.[CH:6]1[C:23]2[C:22]3[CH:21]=[C:20]4[C:15]([CH:16]=[CH:17][CH:18]=[CH:19]4)=[CH:14][C:13]=3[CH:12]=[CH:11][C:10]=2[CH:9]=[CH:8][CH:7]=1.C1C(=O)N([Br:31])C(=O)C1. The catalyst is O. The yield is 0.910. (7) The yield is 0.722. The product is [Cl:22][C:23]1[CH:28]=[C:27]([Cl:29])[CH:26]=[CH:25][C:24]=1[CH2:30][NH:31][C:32]([N:10]1[CH2:11][CH2:12][CH:8]([O:7][C:2]2[N:3]=[CH:4][CH:5]=[CH:6][N:1]=2)[CH2:9]1)=[O:33]. The reactants are [N:1]1[CH:6]=[CH:5][CH:4]=[N:3][C:2]=1[O:7][CH:8]1[CH2:12][CH2:11][NH:10][CH2:9]1.C(N(C(C)C)CC)(C)C.[Cl:22][C:23]1[CH:28]=[C:27]([Cl:29])[CH:26]=[CH:25][C:24]=1[CH2:30][N:31]=[C:32]=[O:33]. No catalyst specified. (8) The reactants are [Cl:1][C:2]1[CH:3]=[C:4]([CH:27]=[CH:28][C:29]=1[O:30][CH2:31][C:32]1[CH:37]=[CH:36][CH:35]=[C:34]([F:38])[CH:33]=1)[NH:5][C:6]1[C:15]2[C:10](=[CH:11][CH:12]=[CH:13][C:14]=2[O:16][CH:17]2[CH2:26][CH2:25][C:20]3([O:24]CC[O:21]3)[CH2:19][CH2:18]2)[N:9]=[CH:8][N:7]=1. The catalyst is C(O)(=O)C.O. The product is [C:20]([OH:24])(=[O:21])[CH3:19].[Cl:1][C:2]1[CH:3]=[C:4]([CH:27]=[CH:28][C:29]=1[O:30][CH2:31][C:32]1[CH:37]=[CH:36][CH:35]=[C:34]([F:38])[CH:33]=1)[NH:5][C:6]1[C:15]2[C:10](=[CH:11][CH:12]=[CH:13][C:14]=2[O:16][CH:17]2[CH2:18][CH2:19][C:20](=[O:21])[CH2:25][CH2:26]2)[N:9]=[CH:8][N:7]=1. The yield is 0.850.